Dataset: Reaction yield outcomes from USPTO patents with 853,638 reactions. Task: Predict the reaction yield, written as a fraction of the theoretical maximum amount of product (1.0 means a 100% yield; for example, 0.34 means a 34% yield). (1) The reactants are Cl[C:2]1[N:11]=[CH:10][CH:9]=[C:8]([C:12]#[N:13])[C:3]=1[C:4]([O:6][CH3:7])=[O:5].[CH2:14]([N:16]1[CH:20]=[C:19](B2OC(C)(C)C(C)(C)O2)[CH:18]=[N:17]1)[CH3:15].C([O-])([O-])=O.[Na+].[Na+].O. The catalyst is COCCOC.C1C=CC([P]([Pd]([P](C2C=CC=CC=2)(C2C=CC=CC=2)C2C=CC=CC=2)([P](C2C=CC=CC=2)(C2C=CC=CC=2)C2C=CC=CC=2)[P](C2C=CC=CC=2)(C2C=CC=CC=2)C2C=CC=CC=2)(C2C=CC=CC=2)C2C=CC=CC=2)=CC=1.CCOC(C)=O. The product is [C:12]([C:8]1[C:3]([C:4]([O:6][CH3:7])=[O:5])=[C:2]([C:19]2[CH:18]=[N:17][N:16]([CH2:14][CH3:15])[CH:20]=2)[N:11]=[CH:10][CH:9]=1)#[N:13]. The yield is 0.980. (2) The reactants are [NH:1]1[C:9]2[C:4](=[CH:5][CH:6]=[CH:7][N:8]=2)[CH:3]=[CH:2]1.C1N2CN3CN(C2)CN1C3.[C:20](O)(=[O:22])C. No catalyst specified. The product is [NH:1]1[C:9]2[C:4](=[CH:5][CH:6]=[CH:7][N:8]=2)[CH:3]=[C:2]1[CH:20]=[O:22]. The yield is 0.580. (3) The reactants are [Cl:1][C:2]1[C:7]([C:8](Cl)=[O:9])=[C:6]([F:11])[C:5]([NH:12][S:13]([CH2:16][CH2:17][CH3:18])(=[O:15])=[O:14])=[CH:4][CH:3]=1.[N:19]1[CH:24]=[CH:23][CH:22]=[C:21]([NH2:25])[CH:20]=1.O. The catalyst is ClCCl.CN(C)C1C=CN=CC=1. The product is [Cl:1][C:2]1[C:7]([C:8]([NH:25][C:21]2[CH:20]=[N:19][CH:24]=[CH:23][CH:22]=2)=[O:9])=[C:6]([F:11])[C:5]([NH:12][S:13]([CH2:16][CH2:17][CH3:18])(=[O:15])=[O:14])=[CH:4][CH:3]=1. The yield is 0.630. (4) The reactants are [Cl:1][C:2]1[CH:20]=[C:19]([C:21]2[C:22]([O:27]C)=[N:23][CH:24]=[CH:25][CH:26]=2)[CH:18]=[CH:17][C:3]=1[CH2:4][CH:5]1[CH2:9][CH2:8][N:7]([CH:10]2[CH2:15][CH2:14][CH2:13][CH2:12][CH2:11]2)[C:6]1=[O:16]. The catalyst is ClCCl. The product is [Cl:1][C:2]1[CH:20]=[C:19]([C:21]2[C:22]([OH:27])=[N:23][CH:24]=[CH:25][CH:26]=2)[CH:18]=[CH:17][C:3]=1[CH2:4][CH:5]1[CH2:9][CH2:8][N:7]([CH:10]2[CH2:15][CH2:14][CH2:13][CH2:12][CH2:11]2)[C:6]1=[O:16]. The yield is 0.560. (5) The reactants are [F:1][C:2]1[CH:3]=[C:4](B(O)O)[CH:5]=[CH:6][CH:7]=1.[C:11]([C:15]1[CH:19]=[C:18]([C:20]([O:22][CH2:23][CH3:24])=[O:21])[NH:17][N:16]=1)([CH3:14])([CH3:13])[CH3:12].N1C=CC=CC=1. The catalyst is C(Cl)Cl.CCOC(C)=O.CC([O-])=O.CC([O-])=O.[Cu+2]. The product is [C:11]([C:15]1[CH:19]=[C:18]([C:20]([O:22][CH2:23][CH3:24])=[O:21])[N:17]([C:4]2[CH:5]=[CH:6][CH:7]=[C:2]([F:1])[CH:3]=2)[N:16]=1)([CH3:14])([CH3:12])[CH3:13]. The yield is 0.540. (6) The reactants are CC1C=CC=C(OCCC)C=1.[CH3:12][C:13]1[CH:20]=[C:19]([O:21][CH2:22][CH2:23][CH3:24])[CH:18]=[CH:17][C:14]=1[CH:15]=[O:16].[BH4-].[Na+]. No catalyst specified. The yield is 0.800. The product is [CH3:12][C:13]1[CH:20]=[C:19]([O:21][CH2:22][CH2:23][CH3:24])[CH:18]=[CH:17][C:14]=1[CH2:15][OH:16]. (7) The reactants are [C:1]([C:3]1[C:8]([C:9]([F:12])([F:11])[F:10])=[CH:7][C:6]([NH:13]S(C)(=O)=O)=[C:5](I)[CH:4]=1)#[N:2].[C:19]([Si:23]([O:26][C:27]([CH3:31])([CH3:30])[C:28]#[CH:29])([CH3:25])[CH3:24])([CH3:22])([CH3:21])[CH3:20].CCN(CC)CC.O. The yield is 0.160. The catalyst is CN(C=O)C.Cl[Pd](Cl)([P](C1C=CC=CC=1)(C1C=CC=CC=1)C1C=CC=CC=1)[P](C1C=CC=CC=1)(C1C=CC=CC=1)C1C=CC=CC=1.[Cu]I. The product is [C:19]([Si:23]([CH3:25])([CH3:24])[O:26][C:27]([C:28]1[NH:13][C:6]2[C:5]([CH:29]=1)=[CH:4][C:3]([C:1]#[N:2])=[C:8]([C:9]([F:12])([F:11])[F:10])[CH:7]=2)([CH3:30])[CH3:31])([CH3:22])([CH3:21])[CH3:20]. (8) The reactants are [F:1][C:2]1[CH:3]=[C:4]([NH:21][C:22](=[O:34])[CH2:23][C:24]([NH:26][C:27]2[CH:32]=[CH:31][C:30]([F:33])=[CH:29][CH:28]=2)=[O:25])[CH:5]=[CH:6][C:7]=1[O:8][C:9]1[C:14]2=[C:15]([CH3:20])[C:16]([CH2:18][OH:19])=[CH:17][N:13]2[N:12]=[CH:11][N:10]=1.CC(OI1(OC(C)=O)(OC(C)=O)OC(=O)C2C=CC=CC1=2)=O. The catalyst is C1COCC1. The product is [F:1][C:2]1[CH:3]=[C:4]([NH:21][C:22](=[O:34])[CH2:23][C:24]([NH:26][C:27]2[CH:28]=[CH:29][C:30]([F:33])=[CH:31][CH:32]=2)=[O:25])[CH:5]=[CH:6][C:7]=1[O:8][C:9]1[C:14]2=[C:15]([CH3:20])[C:16]([CH:18]=[O:19])=[CH:17][N:13]2[N:12]=[CH:11][N:10]=1. The yield is 0.830. (9) The reactants are [C:1]([O:5][C:6](=[O:16])[CH:7]([NH2:15])[CH2:8][C:9]1[CH:14]=[CH:13][CH:12]=[CH:11][CH:10]=1)([CH3:4])([CH3:3])[CH3:2].[Br:17][C:18]1[CH:22]=[CH:21][S:20][C:19]=1[CH:23]=O.C([BH3-])#N.[Na+].C(=O)(O)[O-].[Na+]. The catalyst is C(O)C.C(O)(=O)C. The product is [C:1]([O:5][C:6](=[O:16])[CH:7]([NH:15][CH2:23][C:19]1[S:20][CH:21]=[CH:22][C:18]=1[Br:17])[CH2:8][C:9]1[CH:14]=[CH:13][CH:12]=[CH:11][CH:10]=1)([CH3:4])([CH3:2])[CH3:3]. The yield is 0.800.